Dataset: Reaction yield outcomes from USPTO patents with 853,638 reactions. Task: Predict the reaction yield, written as a fraction of the theoretical maximum amount of product (1.0 means a 100% yield; for example, 0.34 means a 34% yield). (1) The reactants are [CH:1]1[C:10]2[C:5](=[CH:6][CH:7]=[CH:8][CH:9]=2)[CH:4]=[C:3]([C:11]([OH:13])=O)[N:2]=1.CN(C(ON1N=NC2C=CC=CC1=2)=[N+](C)C)C.F[P-](F)(F)(F)(F)F.CCN(C(C)C)C(C)C.[CH3:47][O:48][C:49]([C:51]1[C:59]2[N:58]=[C:57]([NH2:60])[NH:56][C:55]=2[CH:54]=[CH:53][C:52]=1[O:61][CH3:62])=[O:50]. The catalyst is CN(C=O)C.[Cl-].[Na+].O. The product is [CH3:47][O:48][C:49]([C:51]1[C:59]2[NH:58][C:57]([NH:60][C:11]([C:3]3[N:2]=[CH:1][C:10]4[C:5]([CH:4]=3)=[CH:6][CH:7]=[CH:8][CH:9]=4)=[O:13])=[N:56][C:55]=2[CH:54]=[CH:53][C:52]=1[O:61][CH3:62])=[O:50]. The yield is 0.280. (2) The reactants are [F:1][C:2]([F:12])([F:11])[C:3]1[CH:10]=[CH:9][C:6]([CH2:7][OH:8])=[CH:5][CH:4]=1.[H-].[Na+].[F:15][C:16]1[CH:23]=[CH:22][CH:21]=[C:20](F)[C:17]=1[C:18]#[N:19]. The catalyst is CN(C)C=O. The product is [F:15][C:16]1[CH:23]=[CH:22][CH:21]=[C:20]([O:8][CH2:7][C:6]2[CH:9]=[CH:10][C:3]([C:2]([F:11])([F:12])[F:1])=[CH:4][CH:5]=2)[C:17]=1[C:18]#[N:19]. The yield is 0.450. (3) The reactants are [CH2:1]([C:8]1[CH:9]=[CH:10][C:11]2[O:15][C:14](B(O)O)=[CH:13][C:12]=2[CH:19]=1)[C:2]1[CH:7]=[CH:6][CH:5]=[CH:4][CH:3]=1.Br[C:21]1[CH:22]=[C:23]2[C:28](=[CH:29][CH:30]=1)[CH2:27][N:26](C(=O)C(F)(F)F)[CH2:25][CH2:24]2.BrC1C=CC=C2C=1CN(C(=O)C(F)(F)F)CC2.C([O-])([O-])=O.[Na+].[Na+]. The catalyst is C(O)C.C1C=CC([P]([Pd]([P](C2C=CC=CC=2)(C2C=CC=CC=2)C2C=CC=CC=2)([P](C2C=CC=CC=2)(C2C=CC=CC=2)C2C=CC=CC=2)[P](C2C=CC=CC=2)(C2C=CC=CC=2)C2C=CC=CC=2)(C2C=CC=CC=2)C2C=CC=CC=2)=CC=1.C1(C)C=CC=CC=1. The product is [CH2:1]([C:8]1[CH:9]=[CH:10][C:11]2[O:15][C:14]([C:21]3[CH:22]=[C:23]4[C:28](=[CH:29][CH:30]=3)[CH2:27][NH:26][CH2:25][CH2:24]4)=[CH:13][C:12]=2[CH:19]=1)[C:2]1[CH:7]=[CH:6][CH:5]=[CH:4][CH:3]=1. The yield is 0.560. (4) The product is [C:1]1([NH:7][CH2:8][CH2:9][CH2:10][CH2:11][CH2:12][CH2:13][NH2:14])[CH:6]=[CH:5][CH:4]=[CH:3][CH:2]=1. The yield is 0.910. The catalyst is CCO. The reactants are [C:1]1([NH:7][CH2:8][CH2:9][CH2:10][CH2:11][CH2:12][CH2:13][N:14]2C(=O)C3C(=CC=CC=3)C2=O)[CH:6]=[CH:5][CH:4]=[CH:3][CH:2]=1.O.NN.